This data is from Reaction yield outcomes from USPTO patents with 853,638 reactions. The task is: Predict the reaction yield, written as a fraction of the theoretical maximum amount of product (1.0 means a 100% yield; for example, 0.34 means a 34% yield). (1) The yield is 0.970. The reactants are [CH3:1][C:2]1[CH2:7]C[C@@H:5](C(C)=C)[CH2:4][CH:3]=1.C([O-])([O-])=[O:12].C([O-])([O-])=O.OO.OO.OO.[Na+].[Na+].[Na+].[Na+].[C:29]([O:32][C:33](=O)[CH3:34])(=O)[CH3:30]. The catalyst is C(OCCCC)(=O)C. The product is [CH3:30][C:29]12[O:32][CH:33]1[CH2:34][CH:3]([C:2]1([CH3:1])[O:12][CH2:7]1)[CH2:4][CH2:5]2. (2) The reactants are [H-].[Al+3].[Li+].[H-].[H-].[H-].[Br:7][C:8]1[CH:13]=[CH:12][C:11]([CH2:14][C:15]([N:17]2[CH2:22][CH2:21][O:20][CH2:19][CH2:18]2)=O)=[CH:10][CH:9]=1. The catalyst is O1CCCC1. The product is [Br:7][C:8]1[CH:9]=[CH:10][C:11]([CH2:14][CH2:15][N:17]2[CH2:22][CH2:21][O:20][CH2:19][CH2:18]2)=[CH:12][CH:13]=1. The yield is 0.970. (3) The catalyst is CO. The yield is 0.740. The reactants are [Br:1][C:2]1[CH:3]=[CH:4][C:5]([CH2:10]Br)=[C:6]([CH:9]=1)[C:7]#[N:8].[NH:12]1[CH2:17][CH2:16][O:15][CH2:14][CH2:13]1.C(N(CC)CC)C. The product is [Br:1][C:2]1[CH:3]=[CH:4][C:5]([CH2:10][N:12]2[CH2:17][CH2:16][O:15][CH2:14][CH2:13]2)=[C:6]([CH:9]=1)[C:7]#[N:8]. (4) The reactants are [NH2:1][C:2]1[C:11]([N+:12]([O-])=O)=[CH:10][CH:9]=[CH:8][C:3]=1[C:4]([NH:6][CH3:7])=[O:5]. The catalyst is CCOC(C)=O.[Pd]. The product is [NH2:1][C:2]1[C:11]([NH2:12])=[CH:10][CH:9]=[CH:8][C:3]=1[C:4]([NH:6][CH3:7])=[O:5]. The yield is 0.910. (5) The reactants are [CH2:1]([N:4]([CH2:6][C:7]1[C:12]([C:13]#[N:14])=[C:11]([O:15][CH3:16])[N:10]=[C:9]([CH3:17])[CH:8]=1)[CH3:5])[CH:2]=[CH2:3].[H-].[H-].[H-].[H-].[Li+].[Al+3]. The catalyst is CCOCC. The product is [NH2:14][CH2:13][C:12]1[C:11]([O:15][CH3:16])=[N:10][C:9]([CH3:17])=[CH:8][C:7]=1[CH2:6][N:4]([CH3:5])[CH2:1][CH:2]=[CH2:3]. The yield is 0.760. (6) The reactants are [F:1][C:2]([F:30])([F:29])[O:3][C:4]1[CH:9]=[CH:8][C:7]([N:10]2[CH:14]=[N:13][C:12]([C:15]3[CH:20]=[CH:19][C:18](/[C:21](/[CH3:28])=[CH:22]/[C:23]([O:25][CH2:26][CH3:27])=[O:24])=[CH:17][CH:16]=3)=[N:11]2)=[CH:6][CH:5]=1. The catalyst is [Pd].C(OCC)(=O)C. The product is [F:30][C:2]([F:1])([F:29])[O:3][C:4]1[CH:9]=[CH:8][C:7]([N:10]2[CH:14]=[N:13][C:12]([C:15]3[CH:20]=[CH:19][C:18]([CH:21]([CH3:28])[CH2:22][C:23]([O:25][CH2:26][CH3:27])=[O:24])=[CH:17][CH:16]=3)=[N:11]2)=[CH:6][CH:5]=1. The yield is 0.980.